From a dataset of Forward reaction prediction with 1.9M reactions from USPTO patents (1976-2016). Predict the product of the given reaction. (1) The product is: [C:17]1([C:13]2[O:14][C:15]([CH3:16])=[C:11]([CH2:10][CH2:9][C:6]3[C:5]4[CH:23]=[CH:24][C:2]([CH:33]=[O:34])=[CH:3][C:4]=4[O:8][N:7]=3)[N:12]=2)[CH:22]=[CH:21][CH:20]=[CH:19][CH:18]=1. Given the reactants Br[C:2]1[CH:24]=[CH:23][C:5]2[C:6]([CH2:9][CH2:10][C:11]3[N:12]=[C:13]([C:17]4[CH:22]=[CH:21][CH:20]=[CH:19][CH:18]=4)[O:14][C:15]=3[CH3:16])=[N:7][O:8][C:4]=2[CH:3]=1.C([Li])CCC.CN([CH:33]=[O:34])C.[Cl-].[NH4+], predict the reaction product. (2) Given the reactants [F:1][C:2]1[CH:7]=[CH:6][C:5]([F:8])=[CH:4][C:3]=1[C:9]1[N:10]=[C:11]([C@H:14]([NH:21][C:22](=[O:28])[O:23][C:24]([CH3:27])([CH3:26])[CH3:25])[CH:15]2[CH2:20][CH2:19][O:18][CH2:17][CH2:16]2)[NH:12][CH:13]=1.C([O-])([O-])=O.[K+].[K+].[CH2:35](Br)[C:36]1[CH:41]=[CH:40][CH:39]=[CH:38][CH:37]=1.O, predict the reaction product. The product is: [CH2:35]([N:12]1[CH:13]=[C:9]([C:3]2[CH:4]=[C:5]([F:8])[CH:6]=[CH:7][C:2]=2[F:1])[N:10]=[C:11]1[C@H:14]([NH:21][C:22](=[O:28])[O:23][C:24]([CH3:25])([CH3:27])[CH3:26])[CH:15]1[CH2:16][CH2:17][O:18][CH2:19][CH2:20]1)[C:36]1[CH:41]=[CH:40][CH:39]=[CH:38][CH:37]=1. (3) The product is: [CH:14]([CH:10]1[CH2:11][CH2:12][CH2:13][NH:8][CH:9]1[C:17]([NH:30][C:29]1[CH:28]=[CH:27][C:26]([C:23]2[CH:22]=[CH:21][N:20]=[CH:25][CH:24]=2)=[CH:32][CH:31]=1)=[O:19])([CH3:15])[CH3:16]. Given the reactants C(OC([N:8]1[CH2:13][CH2:12][CH2:11][CH:10]([CH:14]([CH3:16])[CH3:15])[CH:9]1[C:17]([OH:19])=O)=O)(C)(C)C.[N:20]1[CH:25]=[CH:24][C:23]([C:26]2[CH:32]=[CH:31][C:29]([NH2:30])=[CH:28][CH:27]=2)=[CH:22][CH:21]=1, predict the reaction product. (4) Given the reactants Br[C:2]1[N:7]=[C:6]([CH3:8])[C:5]([C:9]([N:11]2[CH2:16][CH2:15][N:14]([C:17]3[C:22]([CH3:23])=[CH:21][C:20]([CH:24]4[CH2:26][CH2:25]4)=[CH:19][N:18]=3)[CH2:13][CH2:12]2)=[O:10])=[CH:4][CH:3]=1.[C:27]([N:30]1[CH2:34][CH2:33][NH:32][C:31]1=[O:35])(=[O:29])[CH3:28], predict the reaction product. The product is: [C:27]([N:30]1[CH2:34][CH2:33][N:32]([C:2]2[CH:3]=[CH:4][C:5]([C:9]([N:11]3[CH2:16][CH2:15][N:14]([C:17]4[C:22]([CH3:23])=[CH:21][C:20]([CH:24]5[CH2:26][CH2:25]5)=[CH:19][N:18]=4)[CH2:13][CH2:12]3)=[O:10])=[C:6]([CH3:8])[N:7]=2)[C:31]1=[O:35])(=[O:29])[CH3:28]. (5) Given the reactants [CH3:1][N:2]1[C:7](=[O:8])[C:6]2[C:9]([C:30]3[CH:35]=[CH:34][CH:33]=[CH:32][CH:31]=3)=[C:10]([C:12]3[CH:17]=[CH:16][C:15]([C:18]4([NH:22]C(=O)OC(C)(C)C)[CH2:21][CH2:20][CH2:19]4)=[CH:14][CH:13]=3)[O:11][C:5]=2[N:4]=[C:3]1[S:36][CH3:37].[OH:38]OS([O-])=O.[K+], predict the reaction product. The product is: [NH2:22][C:18]1([C:15]2[CH:16]=[CH:17][C:12]([C:10]3[O:11][C:5]4[N:4]=[C:3]([S:36]([CH3:37])=[O:38])[N:2]([CH3:1])[C:7](=[O:8])[C:6]=4[C:9]=3[C:30]3[CH:31]=[CH:32][CH:33]=[CH:34][CH:35]=3)=[CH:13][CH:14]=2)[CH2:21][CH2:20][CH2:19]1. (6) Given the reactants [F:1][C:2]1[CH:10]=[C:9]2[C:5]([C:6]([C:20]3[CH:33]=[CH:32][C:23]4[N:24]([CH2:28][C:29]([NH2:31])=O)C(=O)O[C:22]=4[CH:21]=3)=[CH:7][N:8]2S(C2C=CC=CC=2)(=O)=O)=[CH:4][CH:3]=1.[C:34](Cl)(=[O:36])[CH3:35].Cl.[OH2:39], predict the reaction product. The product is: [F:1][C:2]1[CH:10]=[C:9]2[C:5]([C:6]([C:20]3[CH:21]=[CH:22][C:23]4[N:24]=[C:28]([CH2:29][NH:31][C:34](=[O:36])[CH3:35])[O:39][C:32]=4[CH:33]=3)=[CH:7][NH:8]2)=[CH:4][CH:3]=1.